Dataset: Reaction yield outcomes from USPTO patents with 853,638 reactions. Task: Predict the reaction yield, written as a fraction of the theoretical maximum amount of product (1.0 means a 100% yield; for example, 0.34 means a 34% yield). (1) The reactants are C(OC([N:8]1[CH2:12][CH2:11][CH2:10][C@H:9]1[CH2:13][O:14][C:15]1[CH:20]=[CH:19][C:18]([O:21][C:22]2[CH:27]=[CH:26][C:25]([CH3:28])=[CH:24][CH:23]=2)=[CH:17][CH:16]=1)=O)(C)(C)C.[ClH:29]. The catalyst is O1CCOCC1. The product is [ClH:29].[C:25]1([CH3:28])[CH:24]=[CH:23][C:22]([O:21][C:18]2[CH:19]=[CH:20][C:15]([O:14][CH2:13][C@@H:9]3[CH2:10][CH2:11][CH2:12][NH:8]3)=[CH:16][CH:17]=2)=[CH:27][CH:26]=1.[C:25]1([CH3:28])[CH:24]=[CH:23][C:22]([O:21][C:18]2[CH:19]=[CH:20][C:15]([O:14][CH2:13][C@@H:9]3[CH2:10][CH2:11][CH2:12][NH:8]3)=[CH:16][CH:17]=2)=[CH:27][CH:26]=1. The yield is 0.930. (2) The reactants are [NH2:1][C@@H:2]([CH3:5])[CH2:3][OH:4].C(N(CC)CC)C.[C:13](O[C:13]([O:15][C:16]([CH3:19])([CH3:18])[CH3:17])=[O:14])([O:15][C:16]([CH3:19])([CH3:18])[CH3:17])=[O:14]. The catalyst is CO. The product is [OH:4][CH2:3][C@@H:2]([NH:1][C:13](=[O:14])[O:15][C:16]([CH3:19])([CH3:18])[CH3:17])[CH3:5]. The yield is 0.970. (3) The reactants are [C:1]([NH:4][CH2:5][CH:6]1[O:10][C:9](=[O:11])[N:8]([C:12]2[CH:17]=[CH:16][C:15]([C:18]3[CH:19]=[CH:20][C:21]([CH2:24]OS(C)(=O)=O)=[N:22][CH:23]=3)=[C:14]([F:30])[CH:13]=2)[CH2:7]1)(=[O:3])[CH3:2].[O:31]1[CH:35]=[C:34]([CH2:36][NH2:37])[CH:33]=[N:32]1. The catalyst is CN(C=O)C. The product is [F:30][C:14]1[CH:13]=[C:12]([N:8]2[CH2:7][CH:6]([CH2:5][NH:4][C:1](=[O:3])[CH3:2])[O:10][C:9]2=[O:11])[CH:17]=[CH:16][C:15]=1[C:18]1[CH:23]=[N:22][C:21]([CH2:24][NH:37][CH2:36][C:34]2[CH:33]=[N:32][O:31][CH:35]=2)=[CH:20][CH:19]=1. The yield is 0.100. (4) The reactants are [F:1][C:2]([F:31])([F:30])[C:3]1[CH:4]=[C:5]([NH:13][C:14](SC)=[C:15]([S:18]([C:21]2[CH:26]=[CH:25][C:24]([Cl:27])=[CH:23][CH:22]=2)(=[O:20])=[O:19])[C:16]#[N:17])[CH:6]=[C:7]([C:9]([F:12])([F:11])[F:10])[CH:8]=1.[CH3:32][C@@H:33]([NH2:38])[C:34]([CH3:37])([CH3:36])[CH3:35]. No catalyst specified. The product is [F:10][C:9]([F:12])([F:11])[C:7]1[CH:6]=[C:5]([NH:13][C:14]([NH:38][C@H:33]([CH3:32])[C:34]([CH3:37])([CH3:36])[CH3:35])=[C:15]([S:18]([C:21]2[CH:26]=[CH:25][C:24]([Cl:27])=[CH:23][CH:22]=2)(=[O:19])=[O:20])[C:16]#[N:17])[CH:4]=[C:3]([C:2]([F:31])([F:1])[F:30])[CH:8]=1. The yield is 0.390. (5) The reactants are [C:1]([O:5][C:6](=[O:21])[C:7]1[CH:12]=[CH:11][C:10]([N:13]2[CH2:18][CH2:17][N:16]([CH3:19])[CH2:15][CH2:14]2)=[CH:9][C:8]=1[NH2:20])([CH3:4])([CH3:3])[CH3:2].[O:22]1[CH2:27][CH2:26][C:25](=O)[CH2:24][CH2:23]1.FC(F)(F)C(O)=O.C(O[BH-](OC(=O)C)OC(=O)C)(=O)C.C[N+](C)(C)C. The catalyst is ClCCl. The product is [C:1]([O:5][C:6](=[O:21])[C:7]1[CH:12]=[CH:11][C:10]([N:13]2[CH2:18][CH2:17][N:16]([CH3:19])[CH2:15][CH2:14]2)=[CH:9][C:8]=1[NH:20][CH:25]1[CH2:26][CH2:27][O:22][CH2:23][CH2:24]1)([CH3:4])([CH3:2])[CH3:3]. The yield is 0.900. (6) The reactants are [Br:1][C:2]1[CH:7]=[CH:6][C:5]([CH2:8][C:9]([OH:11])=[O:10])=[CH:4][CH:3]=1.[Li+].[CH3:13][CH:14]([N-]C(C)C)C.BrCCO[Si](C(C)(C)C)(C)C.Cl. The catalyst is C1COCC1. The product is [Br:1][C:2]1[CH:3]=[CH:4][C:5]([CH:8]2[CH2:14][CH2:13][O:10][C:9]2=[O:11])=[CH:6][CH:7]=1. The yield is 0.190. (7) The reactants are [Cl-].[Ca+2].[Cl-].[BH4-].[Na+].[CH3:6][O:7][C:8](=O)[C@@H:9]([NH:13][C:14]([O:16][CH2:17][C:18]1[CH:23]=[CH:22][CH:21]=[CH:20][CH:19]=1)=[O:15])[CH2:10][O:11]C. The catalyst is C(O)C. The product is [CH2:17]([O:16][C:14](=[O:15])[NH:13][C@H:9]([CH2:10][OH:11])[CH2:8][O:7][CH3:6])[C:18]1[CH:19]=[CH:20][CH:21]=[CH:22][CH:23]=1. The yield is 0.640.